From a dataset of Reaction yield outcomes from USPTO patents with 853,638 reactions. Predict the reaction yield, written as a fraction of the theoretical maximum amount of product (1.0 means a 100% yield; for example, 0.34 means a 34% yield). (1) The reactants are [CH2:1]([C:9]1[CH:15]=[CH:14][C:12]([NH2:13])=[CH:11][CH:10]=1)[CH2:2][CH2:3][CH2:4][CH2:5][CH2:6][CH2:7][CH3:8].[CH2:16]([O:23][CH2:24][CH2:25][CH:26]([NH:30][C:31]([O:33][C:34]([CH3:37])([CH3:36])[CH3:35])=[O:32])[C:27](O)=[O:28])[C:17]1[CH:22]=[CH:21][CH:20]=[CH:19][CH:18]=1.Cl.CN(C)CCCN=C=NCC. The catalyst is C(Cl)Cl. The product is [CH2:16]([O:23][CH2:24][CH2:25][CH:26]([NH:30][C:31](=[O:32])[O:33][C:34]([CH3:36])([CH3:35])[CH3:37])[C:27]([NH:13][C:12]1[CH:11]=[CH:10][C:9]([CH2:1][CH2:2][CH2:3][CH2:4][CH2:5][CH2:6][CH2:7][CH3:8])=[CH:15][CH:14]=1)=[O:28])[C:17]1[CH:18]=[CH:19][CH:20]=[CH:21][CH:22]=1. The yield is 0.810. (2) The reactants are [Br:1][C:2]1[CH:7]=[CH:6][C:5]([OH:8])=[CH:4][C:3]=1/[CH:9]=[CH:10]/[C:11]([OH:13])=[O:12].[CH2:14](O)[CH3:15]. No catalyst specified. The product is [Br:1][C:2]1[CH:7]=[CH:6][C:5]([OH:8])=[CH:4][C:3]=1/[CH:9]=[CH:10]/[C:11]([O:13][CH2:14][CH3:15])=[O:12]. The yield is 0.900. (3) The reactants are [Br:1][C:2]1[CH:7]=[C:6]([CH:8]2[CH2:12][CH2:11][CH2:10][CH2:9]2)[C:5]([O:13][CH3:14])=[CH:4][C:3]=1[N+:15]([O-])=O.O. The catalyst is C(O)(=O)C.C(OCC)(=O)C.[Zn]. The product is [Br:1][C:2]1[CH:7]=[C:6]([CH:8]2[CH2:12][CH2:11][CH2:10][CH2:9]2)[C:5]([O:13][CH3:14])=[CH:4][C:3]=1[NH2:15]. The yield is 0.940. (4) The reactants are [CH3:1][N:2]([CH2:4][C:5]1[O:9][C:8]([C:10]2[CH:15]=[CH:14][CH:13]=[CH:12][C:11]=2[CH:16]([OH:21])[C:17]([F:20])([F:19])[F:18])=[CH:7][CH:6]=1)[CH3:3].[NH2:22][C:23]1[N:28]=[C:27](Cl)[CH:26]=[C:25]([Cl:30])[N:24]=1.C(=O)([O-])[O-].[Cs+].[Cs+].O1CCOCC1. The catalyst is C(OCC)(=O)C. The product is [Cl:30][C:25]1[CH:26]=[C:27]([O:21][CH:16]([C:11]2[CH:12]=[CH:13][CH:14]=[CH:15][C:10]=2[C:8]2[O:9][C:5]([CH2:4][N:2]([CH3:1])[CH3:3])=[CH:6][CH:7]=2)[C:17]([F:18])([F:20])[F:19])[N:28]=[C:23]([NH2:22])[N:24]=1. The yield is 0.870.